From a dataset of Full USPTO retrosynthesis dataset with 1.9M reactions from patents (1976-2016). Predict the reactants needed to synthesize the given product. (1) Given the product [NH:1]([C:5]1[CH:10]=[CH:9][CH:8]=[CH:7][C:6]=1[CH2:11][C:12]1[NH:15][C:16]2[C:17](=[O:35])[N:18]([CH2:32][CH2:33][CH3:34])[C:19](=[O:31])[N:20]([CH2:23][CH2:24][C:25]3[CH:26]=[CH:27][CH:28]=[CH:29][CH:30]=3)[C:21]=2[N:22]=1)[C:2]([CH3:4])=[O:3], predict the reactants needed to synthesize it. The reactants are: [NH:1]([C:5]1[CH:10]=[CH:9][CH:8]=[CH:7][C:6]=1[CH2:11][C:12](O)=O)[C:2]([CH3:4])=[O:3].[NH2:15][C:16]1[C:17](=[O:35])[N:18]([CH2:32][CH2:33][CH3:34])[C:19](=[O:31])[N:20]([CH2:23][CH2:24][C:25]2[CH:30]=[CH:29][CH:28]=[CH:27][CH:26]=2)[C:21]=1[NH2:22]. (2) Given the product [Cl:15][C:16]1[CH:17]=[C:18]([C:22]2[N:30]=[C:29]([C:31]#[N:32])[N:28]=[C:27]3[C:23]=2[N:24]([CH2:33][C@H:34]2[CH2:39][CH2:38][C@H:37]([CH3:40])[CH2:36][CH2:35]2)[C:25]([CH:41]([OH:48])[C:42]2[CH:47]=[CH:46][CH:45]=[CH:44][CH:43]=2)=[N:26]3)[CH:19]=[CH:20][CH:21]=1, predict the reactants needed to synthesize it. The reactants are: CC1(C)CCCC(C)(C)N1[Mg]Cl.[Cl-].[Li+].[Cl:15][C:16]1[CH:17]=[C:18]([C:22]2[N:30]=[C:29]([C:31]#[N:32])[N:28]=[C:27]3[C:23]=2[N:24]([CH2:33][C@H:34]2[CH2:39][CH2:38][C@H:37]([CH3:40])[CH2:36][CH2:35]2)[CH:25]=[N:26]3)[CH:19]=[CH:20][CH:21]=1.[CH:41](=[O:48])[C:42]1[CH:47]=[CH:46][CH:45]=[CH:44][CH:43]=1. (3) The reactants are: Cl.C[O:3][C:4](=[O:39])[C:5]1[CH:10]=[CH:9][C:8]([CH2:11][O:12][C:13]2[CH:18]=[CH:17][C:16]([CH2:19][C@H:20]([NH2:38])[C:21]3[N:22]([CH2:34][CH2:35][CH2:36][CH3:37])[CH:23]=[C:24]([C:26]4[CH:31]=[CH:30][C:29]([Cl:32])=[CH:28][C:27]=4[Cl:33])[N:25]=3)=[CH:15][CH:14]=2)=[CH:7][CH:6]=1.[CH3:40][C:41]([CH3:48])([CH3:47])[CH2:42][CH2:43][C:44]([OH:46])=O. Given the product [CH2:34]([N:22]1[CH:23]=[C:24]([C:26]2[CH:31]=[CH:30][C:29]([Cl:32])=[CH:28][C:27]=2[Cl:33])[N:25]=[C:21]1[C@@H:20]([NH:38][C:44](=[O:46])[CH2:43][CH2:42][C:41]([CH3:40])([CH3:48])[CH3:47])[CH2:19][C:16]1[CH:17]=[CH:18][C:13]([O:12][CH2:11][C:8]2[CH:7]=[CH:6][C:5]([C:4]([OH:39])=[O:3])=[CH:10][CH:9]=2)=[CH:14][CH:15]=1)[CH2:35][CH2:36][CH3:37], predict the reactants needed to synthesize it. (4) Given the product [I:16][C:13]1[CH:12]=[CH:11][C:10]([N:8]2[CH:9]=[C:5]([CH2:4][NH2:1])[CH:6]=[N:7]2)=[CH:15][CH:14]=1, predict the reactants needed to synthesize it. The reactants are: [N:1]([CH2:4][C:5]1[CH:6]=[N:7][N:8]([C:10]2[CH:15]=[CH:14][C:13]([I:16])=[CH:12][CH:11]=2)[CH:9]=1)=[N+]=[N-]. (5) Given the product [C:1]([C:5]1[N:23]=[C:8]2[C:9]([C:21]#[N:22])=[C:10]([CH3:20])[C:11]([C:14]3[CH:19]=[CH:18][CH:17]=[CH:16][CH:15]=3)=[C:12]([Cl:26])[N:7]2[N:6]=1)([CH3:4])([CH3:3])[CH3:2], predict the reactants needed to synthesize it. The reactants are: [C:1]([C:5]1[NH:23][C:8]2=[C:9]([C:21]#[N:22])[C:10]([CH3:20])=[C:11]([C:14]3[CH:19]=[CH:18][CH:17]=[CH:16][CH:15]=3)[C:12](=O)[N:7]2[N:6]=1)([CH3:4])([CH3:3])[CH3:2].P(Cl)(Cl)([Cl:26])=O. (6) Given the product [N:7]1[C:8]([C:14]2[N:18]([CH:19]([CH3:20])[CH3:21])[N:17]=[C:16]([CH:22]=[O:23])[N:15]=2)=[CH:9][N:10]2[C:6]=1[C:5]1[CH:24]=[CH:25][CH:2]=[CH:3][C:4]=1[O:13][CH2:12][CH2:11]2, predict the reactants needed to synthesize it. The reactants are: Br[C:2]1[CH:25]=[CH:24][C:5]2[C:6]3[N:10]([CH2:11][CH2:12][O:13][C:4]=2[CH:3]=1)[CH:9]=[C:8]([C:14]1[N:18]([CH:19]([CH3:21])[CH3:20])[N:17]=[C:16]([CH2:22][OH:23])[N:15]=1)[N:7]=3.CC(OI1(OC(C)=O)(OC(C)=O)OC(=O)C2C=CC=CC1=2)=O. (7) Given the product [F:1][C:2]1[CH:3]=[C:4]([NH:10][C:11]2[N:12]=[CH:13][C:14]([C:26](=[O:28])[CH3:27])=[N:15][C:16]=2[C:17]2[CH:22]=[C:21]([S:23]([CH3:24])=[O:34])[N:20]=[C:19]([CH3:25])[N:18]=2)[CH:5]=[N:6][C:7]=1[O:8][CH3:9], predict the reactants needed to synthesize it. The reactants are: [F:1][C:2]1[CH:3]=[C:4]([NH:10][C:11]2[N:12]=[CH:13][C:14]([C:26](=[O:28])[CH3:27])=[N:15][C:16]=2[C:17]2[CH:22]=[C:21]([S:23][CH3:24])[N:20]=[C:19]([CH3:25])[N:18]=2)[CH:5]=[N:6][C:7]=1[O:8][CH3:9].ClC1C=C(C=CC=1)C(OO)=[O:34].